This data is from Forward reaction prediction with 1.9M reactions from USPTO patents (1976-2016). The task is: Predict the product of the given reaction. (1) Given the reactants [CH3:1][N:2]1[C:6]2=[N:7][C:8]([N:11]3[CH:16]=[CH:15][C:14]([C:17]4[CH:18]=[N:19][C:20]([C:23]([F:26])([F:25])[F:24])=[CH:21][CH:22]=4)=[CH:13][C:12]3=[O:27])=[CH:9][CH:10]=[C:5]2[C:4]2[CH2:28][N:29](C(OC(C)(C)C)=O)[CH2:30][CH2:31][C:3]1=2, predict the reaction product. The product is: [CH3:1][N:2]1[C:6]2=[N:7][C:8]([N:11]3[CH:16]=[CH:15][C:14]([C:17]4[CH:18]=[N:19][C:20]([C:23]([F:24])([F:25])[F:26])=[CH:21][CH:22]=4)=[CH:13][C:12]3=[O:27])=[CH:9][CH:10]=[C:5]2[C:4]2[CH2:28][NH:29][CH2:30][CH2:31][C:3]1=2. (2) Given the reactants [CH3:1][C:2]1[S:3][C:4]([C:8]2[C:9](=[O:35])[NH:10][C:11](=[O:34])[N:12]([CH2:14][CH2:15][CH2:16][CH2:17][N:18]3[CH2:23][C@H:22]4[C@:20]([C:24]5[CH:29]=[CH:28][C:27]([C:30]([F:33])([F:32])[F:31])=[CH:26][CH:25]=5)([CH2:21]4)[CH2:19]3)[CH:13]=2)=[C:5]([CH3:7])[N:6]=1.[ClH:36].CCOCC, predict the reaction product. The product is: [ClH:36].[ClH:36].[CH3:1][C:2]1[S:3][C:4]([C:8]2[C:9](=[O:35])[NH:10][C:11](=[O:34])[N:12]([CH2:14][CH2:15][CH2:16][CH2:17][N:18]3[CH2:23][C@H:22]4[C@:20]([C:24]5[CH:25]=[CH:26][C:27]([C:30]([F:31])([F:32])[F:33])=[CH:28][CH:29]=5)([CH2:21]4)[CH2:19]3)[CH:13]=2)=[C:5]([CH3:7])[N:6]=1.